This data is from Reaction yield outcomes from USPTO patents with 853,638 reactions. The task is: Predict the reaction yield, written as a fraction of the theoretical maximum amount of product (1.0 means a 100% yield; for example, 0.34 means a 34% yield). (1) The reactants are B.O1CCCC1.[CH3:7][O:8][C:9](=[O:27])[CH2:10][CH2:11][CH2:12][CH2:13][CH2:14][CH2:15][CH2:16][C:17](=O)[N:18]([CH3:25])[C:19]1[CH:24]=[CH:23][CH:22]=[CH:21][CH:20]=1.S(=O)(=O)(O)O.C(=O)([O-])[O-].[Na+].[Na+]. The catalyst is O1CCCC1.CO. The product is [CH3:7][O:8][C:9](=[O:27])[CH2:10][CH2:11][CH2:12][CH2:13][CH2:14][CH2:15][CH2:16][CH2:17][N:18]([CH3:25])[C:19]1[CH:20]=[CH:21][CH:22]=[CH:23][CH:24]=1. The yield is 0.310. (2) The yield is 0.850. The catalyst is ClCCl.C(OCC)(=O)C.C([O-])(=O)C.[Cu+2].C([O-])(=O)C. The product is [CH3:29][O:30][C:31]1[CH:32]=[C:33]([N:3]2[C:2](=[O:1])[C:7]([CH2:8][C:9]3[CH:10]=[CH:11][C:12]([C:15]4[C:16]([C:21]#[N:22])=[CH:17][CH:18]=[CH:19][CH:20]=4)=[CH:13][CH:14]=3)=[C:6]([CH2:23][CH2:24][CH3:25])[N:5]3[N:26]=[CH:27][N:28]=[C:4]23)[CH:34]=[CH:35][C:36]=1[O:37][CH3:38]. The reactants are [O:1]=[C:2]1[C:7]([CH2:8][C:9]2[CH:14]=[CH:13][C:12]([C:15]3[C:16]([C:21]#[N:22])=[CH:17][CH:18]=[CH:19][CH:20]=3)=[CH:11][CH:10]=2)=[C:6]([CH2:23][CH2:24][CH3:25])[N:5]2[N:26]=[CH:27][N:28]=[C:4]2[NH:3]1.[CH3:29][O:30][C:31]1[CH:32]=[C:33](B(O)O)[CH:34]=[CH:35][C:36]=1[O:37][CH3:38].C(N(CC)CC)C.N1C=CC=CC=1. (3) The reactants are [CH3:1][N:2]1[CH2:7][CH2:6][N:5]([C:8]2[N:13]=[CH:12][C:11]([C:14]3[CH:15]=[C:16]4[C:21](=[N:22][CH:23]=3)[NH:20][CH2:19][CH2:18][CH:17]4[OH:24])=[CH:10][CH:9]=2)[CH2:4][CH2:3]1.[Cl:25][C:26]1[C:31]([F:32])=[CH:30][CH:29]=[C:28]([F:33])[C:27]=1O. The catalyst is CO.C(Cl)Cl. The product is [Cl:25][C:26]1[C:31]([F:32])=[CH:30][CH:29]=[C:28]([F:33])[C:27]=1[O:24][CH:17]1[C:16]2[C:21](=[N:22][CH:23]=[C:14]([C:11]3[CH:12]=[N:13][C:8]([N:5]4[CH2:6][CH2:7][N:2]([CH3:1])[CH2:3][CH2:4]4)=[CH:9][CH:10]=3)[CH:15]=2)[NH:20][CH2:19][CH2:18]1. The yield is 0.540. (4) The reactants are Cl.Cl[CH2:3][C:4]1[CH:9]=[CH:8][N:7]=[CH:6][CH:5]=1.[CH3:10][NH2:11].CCO. No catalyst specified. The product is [CH3:10][NH:11][CH2:3][C:4]1[CH:9]=[CH:8][N:7]=[CH:6][CH:5]=1. The yield is 0.790. (5) The reactants are [C-:1]#[N:2].[K+].Br[CH2:5][C:6](=[N:11][OH:12])[C:7]([F:10])([F:9])[F:8]. The catalyst is CO. The product is [F:8][C:7]([F:10])([F:9])[C:6]1[CH:5]=[C:1]([NH2:2])[O:12][N:11]=1. The yield is 0.370. (6) The reactants are [N:1]([C:4]1[CH:36]=[CH:35][C:7]2[NH:8][C:9]([C:14]3[C:15](=[O:34])[N:16]([CH2:26][C:27]4[CH:32]=[CH:31][C:30]([F:33])=[CH:29][CH:28]=4)[C@@H:17]4[C@H:22]([C:23]=3[OH:24])[C@@H:21]3[CH2:25][C@H:18]4[CH2:19][CH2:20]3)=[N:10][S:11](=[O:13])(=[O:12])[C:6]=2[CH:5]=1)=[N+]=[N-]. The catalyst is CO.C(OCC)(=O)C.[Pd]. The product is [NH2:1][C:4]1[CH:36]=[CH:35][C:7]2[NH:8][C:9]([C:14]3[C:15](=[O:34])[N:16]([CH2:26][C:27]4[CH:28]=[CH:29][C:30]([F:33])=[CH:31][CH:32]=4)[C@@H:17]4[C@H:22]([C:23]=3[OH:24])[C@@H:21]3[CH2:25][C@H:18]4[CH2:19][CH2:20]3)=[N:10][S:11](=[O:12])(=[O:13])[C:6]=2[CH:5]=1. The yield is 0.480.